This data is from Peptide-MHC class I binding affinity with 185,985 pairs from IEDB/IMGT. The task is: Regression. Given a peptide amino acid sequence and an MHC pseudo amino acid sequence, predict their binding affinity value. This is MHC class I binding data. (1) The peptide sequence is LIDVLKTRL. The MHC is HLA-A03:01 with pseudo-sequence HLA-A03:01. The binding affinity (normalized) is 0.0651. (2) The peptide sequence is VIGVGMGLY. The MHC is HLA-A80:01 with pseudo-sequence HLA-A80:01. The binding affinity (normalized) is 1.00.